From a dataset of Forward reaction prediction with 1.9M reactions from USPTO patents (1976-2016). Predict the product of the given reaction. (1) Given the reactants Br[C:2]1[CH:3]=[C:4]([CH:9]=[C:10]([S:12]([CH3:15])(=[O:14])=[O:13])[CH:11]=1)[C:5]([O:7][CH3:8])=[O:6].B(O)(O)[C:17]1[CH:18]=[CH:19][C:20]([CH3:23])=[CH:21][CH:22]=1.C1(C)C=CC=CC=1.C(=O)([O-])[O-].[Cs+].[Cs+], predict the reaction product. The product is: [CH3:23][C:20]1[CH:21]=[CH:22][C:17]([C:2]2[CH:11]=[C:10]([S:12]([CH3:15])(=[O:14])=[O:13])[CH:9]=[C:4]([C:5]([O:7][CH3:8])=[O:6])[CH:3]=2)=[CH:18][CH:19]=1. (2) Given the reactants [F:1][CH:2]([F:13])[O:3][C:4]1[CH:11]=[CH:10][C:7]([CH:8]=[O:9])=[CH:6][C:5]=1[OH:12].C([O-])([O-])=O.[K+].[K+].CS(C)=O.Br[CH2:25][CH:26]1[CH2:28][CH2:27]1, predict the reaction product. The product is: [CH:26]1([CH2:25][O:12][C:5]2[CH:6]=[C:7]([CH:10]=[CH:11][C:4]=2[O:3][CH:2]([F:13])[F:1])[CH:8]=[O:9])[CH2:28][CH2:27]1. (3) Given the reactants [CH:1]1([CH:7]([NH:12][C:13]([O:15][CH3:16])=[O:14])[CH2:8][C:9]([OH:11])=O)[CH2:6][CH2:5][CH2:4][CH2:3][CH2:2]1.Cl.[CH3:18][N:19]1[CH2:24][CH2:23][N:22]([C:25]2[CH:30]=[C:29]([C:31]3[CH:40]=[C:39]4[C:34]([CH2:35][CH2:36][NH:37][CH2:38]4)=[CH:33][CH:32]=3)[N:28]=[C:27]([NH2:41])[N:26]=2)[CH2:21][CH2:20]1, predict the reaction product. The product is: [NH2:41][C:27]1[N:28]=[C:29]([C:31]2[CH:40]=[C:39]3[C:34]([CH2:35][CH2:36][N:37]([C:9](=[O:11])[CH2:8][CH:7]([NH:12][C:13](=[O:14])[O:15][CH3:16])[CH:1]4[CH2:2][CH2:3][CH2:4][CH2:5][CH2:6]4)[CH2:38]3)=[CH:33][CH:32]=2)[CH:30]=[C:25]([N:22]2[CH2:21][CH2:20][N:19]([CH3:18])[CH2:24][CH2:23]2)[N:26]=1. (4) Given the reactants [Br:1][C:2]1[CH:3]=[C:4]2[C:8](=[CH:9][CH:10]=1)[C:7](=[O:11])O[C:5]2=[O:12].[CH3:13][O:14][C:15](=[O:21])[C@H:16]([CH:18]([CH3:20])[CH3:19])[NH2:17].C(N(CC)CC)C, predict the reaction product. The product is: [Br:1][C:2]1[CH:3]=[C:4]2[C:8](=[CH:9][CH:10]=1)[C:7](=[O:11])[N:17]([CH:16]([CH:18]([CH3:20])[CH3:19])[C:15]([O:14][CH3:13])=[O:21])[C:5]2=[O:12].